From a dataset of Catalyst prediction with 721,799 reactions and 888 catalyst types from USPTO. Predict which catalyst facilitates the given reaction. (1) Reactant: [CH3:1][C:2]12[CH2:11][C:9]3([NH2:12])[CH2:10][CH:4]([CH2:5][C:6]([CH3:13])([CH2:8]3)[CH2:7]1)[CH2:3]2.[CH3:14][C@@H:15]([C:29]([OH:31])=[O:30])[C:16]1[CH:21]=[CH:20][C:19]([C:22]2[CH:27]=[CH:26][CH:25]=[CH:24][CH:23]=2)=[C:18]([F:28])[CH:17]=1. Product: [CH3:13][C:6]12[CH2:8][C:9]3([NH2:12])[CH2:10][CH:4]([CH2:3][C:2]([CH3:1])([CH2:11]3)[CH2:7]1)[CH2:5]2.[CH3:14][C@@H:15]([C:29]([OH:31])=[O:30])[C:16]1[CH:21]=[CH:20][C:19]([C:22]2[CH:27]=[CH:26][CH:25]=[CH:24][CH:23]=2)=[C:18]([F:28])[CH:17]=1. The catalyst class is: 10. (2) Reactant: [NH:1]([C:27]([O:29][CH2:30][C:31]1[CH:36]=[CH:35][CH:34]=[CH:33][CH:32]=1)=[O:28])[C@@H:2]([C:22]([O:24][CH2:25][CH3:26])=[O:23])[CH2:3][CH2:4][C:5]([NH:7][C@@H:8]([C:19]([OH:21])=[O:20])[CH2:9][C:10]1[C:18]2[C:13](=[CH:14][CH:15]=[CH:16][CH:17]=2)[NH:12][CH:11]=1)=[O:6].IC.[C:39](=O)([O-])[O-].[K+].[K+]. Product: [NH:1]([C:27]([O:29][CH2:30][C:31]1[CH:32]=[CH:33][CH:34]=[CH:35][CH:36]=1)=[O:28])[C@@H:2]([C:22]([O:24][CH2:25][CH3:26])=[O:23])[CH2:3][CH2:4][C:5]([NH:7][C@@H:8]([C:19]([O:21][CH3:39])=[O:20])[CH2:9][C:10]1[C:18]2[C:13](=[CH:14][CH:15]=[CH:16][CH:17]=2)[NH:12][CH:11]=1)=[O:6]. The catalyst class is: 18. (3) Reactant: [S:1]1[CH:5]=[C:4]([C:6](=O)[CH2:7][NH:8][C:9]([C:11]2[S:12][C:13]3[C:19]([N:20]4[CH2:25][CH2:24][O:23][CH2:22][CH2:21]4)=[CH:18][CH:17]=[C:16]([O:26][CH3:27])[C:14]=3[N:15]=2)=O)[C:3]2[CH:29]=[CH:30][CH:31]=[CH:32][C:2]1=2.FC(F)(F)C([O-])=O.[NH4+:40]. Product: [S:1]1[CH:5]=[C:4]([C:6]2[NH:40][C:9]([C:11]3[S:12][C:13]4[C:19]([N:20]5[CH2:25][CH2:24][O:23][CH2:22][CH2:21]5)=[CH:18][CH:17]=[C:16]([O:26][CH3:27])[C:14]=4[N:15]=3)=[N:8][CH:7]=2)[C:3]2[CH:29]=[CH:30][CH:31]=[CH:32][C:2]1=2. The catalyst class is: 6.